From a dataset of Full USPTO retrosynthesis dataset with 1.9M reactions from patents (1976-2016). Predict the reactants needed to synthesize the given product. Given the product [NH2:1][C:2]1[C:11]([C:12]2[S:13][C:14]3[CH:20]=[CH:19][C:18]([NH:21][C:23]([NH:22][C:25]4[CH:30]=[CH:29][CH:28]=[C:27]([C:31]([F:32])([F:33])[F:34])[CH:26]=4)=[O:24])=[CH:17][C:15]=3[CH:16]=2)=[CH:10][C:5]([C:6]([O:8][CH3:9])=[O:7])=[CH:4][N:3]=1, predict the reactants needed to synthesize it. The reactants are: [NH2:1][C:2]1[C:11]([C:12]2[S:13][C:14]3[CH:20]=[CH:19][C:18]([NH2:21])=[CH:17][C:15]=3[CH:16]=2)=[CH:10][C:5]([C:6]([O:8][CH3:9])=[O:7])=[CH:4][N:3]=1.[N:22]([C:25]1[CH:30]=[CH:29][CH:28]=[C:27]([C:31]([F:34])([F:33])[F:32])[CH:26]=1)=[C:23]=[O:24].